The task is: Predict the reactants needed to synthesize the given product.. This data is from Full USPTO retrosynthesis dataset with 1.9M reactions from patents (1976-2016). (1) Given the product [Cl:35][C:29]1[CH:30]=[C:31]([F:34])[CH:32]=[CH:33][C:28]=1[C@@H:19]1[N:20]=[C:21]([C:23]2[S:24][CH:25]=[CH:26][N:27]=2)[NH:22][C:17]([CH2:16][N:6]2[CH2:7][C:3]([F:2])([F:14])[CH2:4][C@H:5]2[CH:8]([CH3:13])[CH2:9][C:10]([OH:12])=[O:11])=[C:18]1[C:36]([O:38][CH2:39][CH3:40])=[O:37], predict the reactants needed to synthesize it. The reactants are: Cl.[F:2][C:3]1([F:14])[CH2:7][NH:6][C@H:5]([CH:8]([CH3:13])[CH2:9][C:10]([OH:12])=[O:11])[CH2:4]1.Br[CH2:16][C:17]1[NH:22][C:21]([C:23]2[S:24][CH:25]=[CH:26][N:27]=2)=[N:20][C@@H:19]([C:28]2[CH:33]=[CH:32][C:31]([F:34])=[CH:30][C:29]=2[Cl:35])[C:18]=1[C:36]([O:38][CH2:39][CH3:40])=[O:37].C(=O)([O-])[O-].[K+].[K+]. (2) The reactants are: C(OC([NH:8][C@H:9]([C:29]([O:31][CH3:32])=[O:30])[CH2:10][C:11]1[CH:16]=[CH:15][C:14]([N:17]2[C:22](=[O:23])[CH:21]=[C:20]([CH:24]([CH3:26])[CH3:25])[N:19]([CH3:27])[C:18]2=[O:28])=[CH:13][CH:12]=1)=O)(C)(C)C.[ClH:33].C(OCC)(=O)C. Given the product [ClH:33].[CH:24]([C:20]1[N:19]([CH3:27])[C:18](=[O:28])[N:17]([C:14]2[CH:15]=[CH:16][C:11]([CH2:10][C@@H:9]([C:29]([O:31][CH3:32])=[O:30])[NH2:8])=[CH:12][CH:13]=2)[C:22](=[O:23])[CH:21]=1)([CH3:26])[CH3:25], predict the reactants needed to synthesize it.